From a dataset of Full USPTO retrosynthesis dataset with 1.9M reactions from patents (1976-2016). Predict the reactants needed to synthesize the given product. (1) Given the product [Cl:1][C:2]1[CH:21]=[CH:20][C:5]2[N:6]([CH2:18][CH3:19])[C:7](=[O:17])[CH2:8][N:9]3[C:29](=[O:30])[C@@H:28]([O:27][C:26]4[CH:32]=[C:33]([O:35][CH3:36])[CH:34]=[C:24]([O:23][CH3:22])[CH:25]=4)[C@:10]3([C:11]3[CH:16]=[CH:15][CH:14]=[CH:13][CH:12]=3)[C:4]=2[CH:3]=1, predict the reactants needed to synthesize it. The reactants are: [Cl:1][C:2]1[CH:21]=[CH:20][C:5]2[N:6]([CH2:18][CH3:19])[C:7](=[O:17])[CH2:8][N:9]=[C:10]([C:11]3[CH:16]=[CH:15][CH:14]=[CH:13][CH:12]=3)[C:4]=2[CH:3]=1.[CH3:22][O:23][C:24]1[CH:25]=[C:26]([CH:32]=[C:33]([O:35][CH3:36])[CH:34]=1)[O:27][CH2:28][C:29](O)=[O:30]. (2) Given the product [O:7]1[CH2:11][CH2:10][O:9][CH:8]1[C@@H:12]([CH2:13][CH2:14][OH:19])[C@H:16]([OH:15])[CH2:17][OH:18], predict the reactants needed to synthesize it. The reactants are: [H-].[Al+3].[Li+].[H-].[H-].[H-].[O:7]1[CH2:11][CH2:10][O:9][CH:8]1[C@@H:12]1[C@@H:16]([CH2:17][OH:18])[O:15][C:14](=[O:19])[CH2:13]1.